The task is: Regression. Given two drug SMILES strings and cell line genomic features, predict the synergy score measuring deviation from expected non-interaction effect.. This data is from Merck oncology drug combination screen with 23,052 pairs across 39 cell lines. Drug 1: C=CCn1c(=O)c2cnc(Nc3ccc(N4CCN(C)CC4)cc3)nc2n1-c1cccc(C(C)(C)O)n1. Drug 2: CCc1c2c(nc3ccc(O)cc13)-c1cc3c(c(=O)n1C2)COC(=O)C3(O)CC. Cell line: A427. Synergy scores: synergy=0.663.